This data is from Reaction yield outcomes from USPTO patents with 853,638 reactions. The task is: Predict the reaction yield, written as a fraction of the theoretical maximum amount of product (1.0 means a 100% yield; for example, 0.34 means a 34% yield). (1) The catalyst is CO.C(O)(=O)C. The reactants are C(OC([N:8]([CH2:28][C:29]1[CH:34]=[CH:33][CH:32]=[CH:31][N:30]=1)[CH2:9][C:10]1[CH:15]=[CH:14][C:13]([CH2:16][NH:17][CH:18]2[C:27]3[N:26]=[CH:25][CH:24]=[CH:23][C:22]=3[CH2:21][CH2:20][CH2:19]2)=[CH:12][CH:11]=1)=O)(C)(C)C.C([N:42]1[CH2:46][CH2:45][C:44](=O)[CH2:43]1)(OC(C)(C)C)=O.COC(OC)OC.C([BH3-])#N.[Na+]. The yield is 0.450. The product is [N:30]1[CH:31]=[CH:32][CH:33]=[CH:34][C:29]=1[CH2:28][NH:8][CH2:9][C:10]1[CH:11]=[CH:12][C:13]([CH2:16][N:17]([CH:44]2[CH2:45][CH2:46][NH:42][CH2:43]2)[CH:18]2[C:27]3[N:26]=[CH:25][CH:24]=[CH:23][C:22]=3[CH2:21][CH2:20][CH2:19]2)=[CH:14][CH:15]=1. (2) The reactants are [Cl:1][C:2]1[N:7]=[C:6](Cl)[C:5]([Cl:9])=[CH:4][N:3]=1.[NH2:10][C:11]1[CH:22]=[CH:21][CH:20]=[CH:19][C:12]=1[C:13]([NH:15][CH:16]([CH3:18])[CH3:17])=[O:14].C(N(C(C)C)CC)(C)C. The catalyst is C(O)(C)C. The product is [Cl:1][C:2]1[N:7]=[C:6]([NH:10][C:11]2[CH:22]=[CH:21][CH:20]=[CH:19][C:12]=2[C:13]([NH:15][CH:16]([CH3:18])[CH3:17])=[O:14])[C:5]([Cl:9])=[CH:4][N:3]=1. The yield is 0.900. (3) The reactants are Cl.[C:2]([C@H:5]1[C@H:9]([CH2:10][O:11][C:12]2[C:17]([CH3:18])=[C:16]([O:19][CH2:20][CH2:21][CH3:22])[CH:15]=[CH:14][C:13]=2[CH:23]=[C:24]2[C:28](=[O:29])[N:27]([C:30]3[CH:35]=[CH:34][CH:33]=[CH:32][CH:31]=3)[NH:26][C:25]2=[O:36])[O:8]C(C)(C)[O:6]1)([OH:4])=[O:3]. The catalyst is C1COCC1. The product is [C:2]([C@H:5]([OH:6])[C@@H:9]([OH:8])[CH2:10][O:11][C:12]1[C:17]([CH3:18])=[C:16]([O:19][CH2:20][CH2:21][CH3:22])[CH:15]=[CH:14][C:13]=1[CH:23]=[C:24]1[C:28](=[O:29])[N:27]([C:30]2[CH:35]=[CH:34][CH:33]=[CH:32][CH:31]=2)[NH:26][C:25]1=[O:36])([OH:4])=[O:3]. The yield is 0.800. (4) The reactants are [Br:1][C:2]1[C:15](=[O:16])[N:14]([CH:17]2[CH2:21][CH2:20][CH2:19][CH2:18]2)[C:5]2[N:6]=[C:7](S(C)=O)[N:8]=[C:9]([CH3:10])[C:4]=2[CH:3]=1.[NH2:22][CH2:23][C:24]([CH3:27])([OH:26])[CH3:25].C(N(CC)CC)C. The catalyst is O1CCOCC1.[Cl-].[Na+].O. The product is [Br:1][C:2]1[C:15](=[O:16])[N:14]([CH:17]2[CH2:21][CH2:20][CH2:19][CH2:18]2)[C:5]2[N:6]=[C:7]([NH:22][CH2:23][C:24]([OH:26])([CH3:27])[CH3:25])[N:8]=[C:9]([CH3:10])[C:4]=2[CH:3]=1. The yield is 0.880.